Dataset: Full USPTO retrosynthesis dataset with 1.9M reactions from patents (1976-2016). Task: Predict the reactants needed to synthesize the given product. (1) Given the product [Cl:20][C:16]1[CH:15]=[C:14]([C:11]2[N:10]=[C:9]([CH:7]([OH:6])[CH3:8])[O:13][N:12]=2)[CH:19]=[CH:18][CH:17]=1, predict the reactants needed to synthesize it. The reactants are: [OH-].[Li+].C([O:6][CH:7]([C:9]1[O:13][N:12]=[C:11]([C:14]2[CH:19]=[CH:18][CH:17]=[C:16]([Cl:20])[CH:15]=2)[N:10]=1)[CH3:8])(=O)C. (2) Given the product [CH2:1]([O:8][C:9]1[CH:10]=[CH:11][C:12]([CH2:16][N:17]2[C:25]3[C:20](=[C:21]([N+:26]([O-:28])=[O:27])[CH:22]=[CH:23][CH:24]=3)[C:19]([CH:30]3[CH2:32][CH2:31]3)=[N:18]2)=[N:13][C:14]=1[CH3:15])[C:2]1[CH:7]=[CH:6][CH:5]=[CH:4][CH:3]=1, predict the reactants needed to synthesize it. The reactants are: [CH2:1]([O:8][C:9]1[CH:10]=[CH:11][C:12]([CH2:16][N:17]2[C:25]3[C:20](=[C:21]([N+:26]([O-:28])=[O:27])[CH:22]=[CH:23][CH:24]=3)[C:19](Br)=[N:18]2)=[N:13][C:14]=1[CH3:15])[C:2]1[CH:7]=[CH:6][CH:5]=[CH:4][CH:3]=1.[CH:30]1(B(O)O)[CH2:32][CH2:31]1.C([O-])([O-])=O.[K+].[K+].C1(P(C2CCCCC2)C2C=CC=CC=2C2C(OC)=CC=C(S([O-])(=O)=O)C=2OC)CCCCC1.[Na+]. (3) Given the product [Cl:12][C:13]1[CH:18]=[CH:17][C:16]([CH:19]([C:20]#[N:21])[C:26](=[O:27])[C:25]([O:24][CH2:22][CH3:23])=[O:31])=[CH:15][CH:14]=1, predict the reactants needed to synthesize it. The reactants are: C1CCN2C(=NCCC2)CC1.[Cl:12][C:13]1[CH:18]=[CH:17][C:16]([CH2:19][C:20]#[N:21])=[CH:15][CH:14]=1.[CH2:22]([O:24][C:25](=[O:31])[C:26](OCC)=[O:27])[CH3:23].Cl. (4) Given the product [F:12][CH:13]([F:25])[C@H:14]([C:16]1[CH:17]=[CH:18][C:19]([C:4]2[CH:5]=[C:6]([N+:8]([O-:10])=[O:9])[CH:7]=[C:2]([F:1])[CH:3]=2)=[CH:20][CH:21]=1)[OH:15], predict the reactants needed to synthesize it. The reactants are: [F:1][C:2]1[CH:7]=[C:6]([N+:8]([O-:10])=[O:9])[CH:5]=[C:4](I)[CH:3]=1.[F:12][CH:13]([F:25])[C@H:14]([C:16]1[CH:21]=[CH:20][C:19](B(O)O)=[CH:18][CH:17]=1)[OH:15].C(=O)([O-])[O-].[Na+].[Na+]. (5) Given the product [CH3:45][O:46][C:47]([C:49]1[CH:54]=[CH:53][C:52]([C:55]2[CH:60]=[CH:59][C:58]([CH2:61][NH:5][C:4]3[CH:6]=[CH:7][CH:8]=[CH:2][CH:3]=3)=[CH:57][CH:56]=2)=[CH:51][CH:50]=1)=[O:48], predict the reactants needed to synthesize it. The reactants are: F[C:2]1[CH:3]=[C:4]([CH:6]=[CH:7][CH:8]=1)[NH2:5].COC(C1C(C2C=CC(C=O)=CC=2)=CC=CC=1)=O.COC(C1C=C(C2C=CC(C=O)=CC=2)C=CC=1)=O.[CH3:45][O:46][C:47]([C:49]1[CH:54]=[CH:53][C:52]([C:55]2[CH:60]=[CH:59][C:58]([CH:61]=O)=[CH:57][CH:56]=2)=[CH:51][CH:50]=1)=[O:48]. (6) Given the product [NH:10]1[C:11]2[C:16](=[CH:15][CH:14]=[CH:13][CH:12]=2)[CH:8]=[CH:9]1, predict the reactants needed to synthesize it. The reactants are: N1C=CC=CC=1C[C:8]1[C:16]2[C:11](=[CH:12][CH:13]=[CH:14][CH:15]=2)[NH:10][CH:9]=1.OC1(CC2C=CC=CN=2)C2C(=CC=CC=2)NC1=O.CO. (7) Given the product [Br:13][C:9]1[C:8]([CH3:14])=[C:7]([N:6]2[C:4](=[O:5])[C:3]3[C:2](=[CH:18][C:17]([F:19])=[CH:16][CH:15]=3)[NH:1][C:21]2=[O:23])[CH:12]=[CH:11][CH:10]=1, predict the reactants needed to synthesize it. The reactants are: [NH2:1][C:2]1[CH:18]=[C:17]([F:19])[CH:16]=[CH:15][C:3]=1[C:4]([NH:6][C:7]1[CH:12]=[CH:11][CH:10]=[C:9]([Br:13])[C:8]=1[CH3:14])=[O:5].Cl[C:21](Cl)([O:23]C(=O)OC(Cl)(Cl)Cl)Cl.C([O-])(O)=O.[Na+]. (8) Given the product [O:9]=[C:8]1[N:7]([CH2:18][CH2:19][O:20][C:21]2[CH:28]=[CH:27][C:24]([CH:25]=[O:26])=[CH:23][CH:22]=2)[C:5]2[CH:6]=[CH:1][CH:2]=[CH:3][C:4]=2[O:10]1, predict the reactants needed to synthesize it. The reactants are: [CH:1]1[CH:2]=[CH:3][C:4]2[O:10][C:8](=[O:9])[NH:7][C:5]=2[CH:6]=1.C(=O)([O-])[O-].[K+].[K+].Cl[CH2:18][CH2:19][O:20][C:21]1[CH:28]=[CH:27][C:24]([CH:25]=[O:26])=[CH:23][CH:22]=1.